This data is from Full USPTO retrosynthesis dataset with 1.9M reactions from patents (1976-2016). The task is: Predict the reactants needed to synthesize the given product. (1) Given the product [F:32][C:33]1[CH:34]=[C:35]([NH:52][C:53](=[O:87])[CH2:20][C:21]([NH:23][C:24]2[CH:29]=[CH:28][C:27]([F:30])=[CH:26][CH:25]=2)=[O:22])[CH:36]=[CH:37][C:38]=1[O:39][C:40]1[C:45]2=[C:46]([CH3:51])[CH:47]=[CH:48][N:44]2[N:43]=[CH:42][N:41]=1, predict the reactants needed to synthesize it. The reactants are: FC1C=C(NC(=O)[CH2:20][C:21]([NH:23][C:24]2[CH:29]=[CH:28][C:27]([F:30])=[CH:26][CH:25]=2)=[O:22])C=CC=1OC1C2SC=CC=2N=CN=1.[F:32][C:33]1[CH:34]=[C:35]([NH:52][C:53](NC(=O)CC2C=CC(F)=CC=2)=S)[CH:36]=[CH:37][C:38]=1[O:39][C:40]1[C:45]2=[C:46]([CH3:51])[C:47](OC)=[CH:48][N:44]2[N:43]=[CH:42][N:41]=1.C(N(C(C)C)CC)(C)C.[B-](F)(F)(F)F.CN(C([O:87]N1N=NC2C1=CC=CC=2)=[N+](C)C)C. (2) Given the product [C:1]([C:5]1[CH:6]=[C:7]([CH:12]=[C:13]([CH2:15][O:16][CH2:18][CH2:19][O:20][CH3:21])[CH:14]=1)[C:8]([O:10][CH3:11])=[O:9])([CH3:4])([CH3:2])[CH3:3], predict the reactants needed to synthesize it. The reactants are: [C:1]([C:5]1[CH:6]=[C:7]([CH:12]=[C:13]([CH2:15][OH:16])[CH:14]=1)[C:8]([O:10][CH3:11])=[O:9])([CH3:4])([CH3:3])[CH3:2].Br[CH2:18][CH2:19][O:20][CH3:21].